From a dataset of Forward reaction prediction with 1.9M reactions from USPTO patents (1976-2016). Predict the product of the given reaction. (1) Given the reactants [OH:1][C:2]1[CH:3]=[C:4]([CH:10]=[CH:11][C:12]=1[OH:13])[CH:5]=[CH:6][C:7]([OH:9])=[O:8].[C:14]([O:27][CH3:28])(=[O:26])/[CH:15]=[CH:16]/[C:17]1[CH:25]=[CH:24][C:22](O)=[C:19]([O:20][CH3:21])[CH:18]=1, predict the reaction product. The product is: [OH:1][C:2]1[CH:3]=[C:4](/[CH:5]=[CH:6]/[C:7]([O:9][C:22]2[CH:24]=[CH:25][C:17](/[CH:16]=[CH:15]/[C:14]([O:27][CH3:28])=[O:26])=[CH:18][C:19]=2[O:20][CH3:21])=[O:8])[CH:10]=[CH:11][C:12]=1[OH:13]. (2) Given the reactants [C:1]1([C:7]2[CH:8]=[C:9]([C:26]([O:28]C)=[O:27])[C:10]3[NH:11][C:12]4[CH:13]=[C:14]([C:20]([O:22][CH:23]([CH3:25])[CH3:24])=[O:21])[CH:15]=[CH:16][C:17]=4[C:18]=3[N:19]=2)[CH:6]=[CH:5][CH:4]=[CH:3][CH:2]=1.CO.[OH-].[Na+].Cl, predict the reaction product. The product is: [CH:23]([O:22][C:20]([C:14]1[CH:15]=[CH:16][C:17]2[C:18]3[N:19]=[C:7]([C:1]4[CH:6]=[CH:5][CH:4]=[CH:3][CH:2]=4)[CH:8]=[C:9]([C:26]([OH:28])=[O:27])[C:10]=3[NH:11][C:12]=2[CH:13]=1)=[O:21])([CH3:25])[CH3:24]. (3) Given the reactants [Cl:1][C:2]1[CH:3]=[C:4]([CH:6]=[CH:7][C:8]=1[Cl:9])[NH2:5].[Br:10][C:11]1[CH:12]=[CH:13][C:14]2[N:15]([CH:17]=[C:18]([C:20](OCC)=[O:21])[N:19]=2)[CH:16]=1, predict the reaction product. The product is: [Br:10][C:11]1[CH:12]=[CH:13][C:14]2[N:15]([CH:17]=[C:18]([C:20]([NH:5][C:4]3[CH:6]=[CH:7][C:8]([Cl:9])=[C:2]([Cl:1])[CH:3]=3)=[O:21])[N:19]=2)[CH:16]=1. (4) Given the reactants [CH3:1][O:2][C:3]1[CH:4]=[C:5]([CH2:9][C:10]([OH:12])=[O:11])[CH:6]=[CH:7][CH:8]=1.Cl[CH2:14][C:15](=O)[CH3:16].C(=O)([O-])[O-].[K+].[K+], predict the reaction product. The product is: [CH3:1][O:2][C:3]1[CH:4]=[C:5]([C:9]2[C:10](=[O:12])[O:11][CH2:14][C:15]=2[CH3:16])[CH:6]=[CH:7][CH:8]=1. (5) Given the reactants C(=O)([O-])OC(C)(C)C[C:5]1[CH:10]=[CH:9][C:8]([CH3:11])=[C:7]([N:12](C(=O)C)[C:13]([O:15][C:16]([CH3:19])([CH3:18])[CH3:17])=[O:14])[C:6]=1[CH3:23].[OH2:28].NN.Cl, predict the reaction product. The product is: [OH:28][C:5]1[C:6]([CH3:23])=[C:7]([NH:12][C:13](=[O:14])[O:15][C:16]([CH3:19])([CH3:18])[CH3:17])[C:8]([CH3:11])=[CH:9][CH:10]=1. (6) Given the reactants [CH:1]1([C:4]2[N:8]=[C:7]([C:9]3[C:10]4[CH2:28][CH2:27][CH2:26][CH2:25][C:11]=4[S:12][C:13]=3[NH:14]C(C3CCCC=3C(O)=O)=O)[S:6][N:5]=2)[CH2:3][CH2:2]1.[CH:29]12[CH2:36][CH2:35][CH:32]([CH2:33][CH2:34]1)[C:31]1[C:37]([O:39][C:40](=[O:41])[C:30]2=1)=[O:38], predict the reaction product. The product is: [CH:1]1([C:4]2[N:8]=[C:7]([C:9]3[C:10]4[CH2:28][CH2:27][CH2:26][CH2:25][C:11]=4[S:12][C:13]=3[NH:14][C:40]([C:30]3[CH:29]4[CH2:36][CH2:35][CH:32]([CH2:33][CH2:34]4)[C:31]=3[C:37]([OH:39])=[O:38])=[O:41])[S:6][N:5]=2)[CH2:3][CH2:2]1.